Predict the product of the given reaction. From a dataset of Forward reaction prediction with 1.9M reactions from USPTO patents (1976-2016). (1) Given the reactants [Br-:1].[Li+].CS(O[C@@H:8]([CH2:12][C:13]1[CH:18]=[CH:17][CH:16]=[CH:15][CH:14]=1)[C:9]([OH:11])=[O:10])(=O)=O.C1(C)C=CC=CC=1, predict the reaction product. The product is: [Br:1][C@H:8]([CH2:12][C:13]1[CH:18]=[CH:17][CH:16]=[CH:15][CH:14]=1)[C:9]([OH:11])=[O:10]. (2) Given the reactants [OH:1][C:2]1[C:7]2[CH:8]=[CH:9][CH:10]=[CH:11][C:6]=2[S:5](=[O:13])(=[O:12])[N:4]([CH3:14])[C:3]=1[C:15]([O:17][CH3:18])=[O:16].[C:19](=O)([O-])[O-].[K+].[K+].S(OC)(OC)(=O)=O, predict the reaction product. The product is: [CH3:19][O:1][C:2]1[C:7]2[CH:8]=[CH:9][CH:10]=[CH:11][C:6]=2[S:5](=[O:12])(=[O:13])[N:4]([CH3:14])[C:3]=1[C:15]([O:17][CH3:18])=[O:16]. (3) Given the reactants [CH:1]([NH2:4])([CH3:3])[CH3:2].C1(N)CCC1.Cl[C:11]1[C:12]2[CH:31]=[CH:30][NH:29][C:13]=2[N:14]=[C:15]([NH:17][C:18]2[CH:19]=[C:20]([NH:24][S:25]([CH3:28])(=[O:27])=[O:26])[CH:21]=[CH:22][CH:23]=2)[N:16]=1.ClC1N=C(NC2C=C(NS(C)(=O)=O)C=CC=2)N=C2C=1N=CN2, predict the reaction product. The product is: [CH:1]([NH:4][C:11]1[C:12]2[CH:31]=[CH:30][NH:29][C:13]=2[N:14]=[C:15]([NH:17][C:18]2[CH:19]=[C:20]([NH:24][S:25]([CH3:28])(=[O:27])=[O:26])[CH:21]=[CH:22][CH:23]=2)[N:16]=1)([CH3:3])[CH3:2]. (4) Given the reactants Cl[C:2]1[N:7]=[CH:6][N:5]=[C:4]([NH2:8])[C:3]=1[C:9]1[O:10][C:11]([CH3:14])=[CH:12][N:13]=1.[NH2:15][CH:16]([C:19]1[N:28]([C:29]2[CH:34]=[CH:33][CH:32]=[CH:31][C:30]=2[CH3:35])[C:27](=[O:36])[C:26]2[C:21](=[CH:22][CH:23]=[CH:24][C:25]=2[CH3:37])[N:20]=1)[CH2:17][CH3:18].CCN(C(C)C)C(C)C.CCOC(C)=O, predict the reaction product. The product is: [NH2:8][C:4]1[N:5]=[CH:6][N:7]=[C:2]([NH:15][C@H:16]([C:19]2[N:28]([C:29]3[CH:34]=[CH:33][CH:32]=[CH:31][C:30]=3[CH3:35])[C:27](=[O:36])[C:26]3[C:21](=[CH:22][CH:23]=[CH:24][C:25]=3[CH3:37])[N:20]=2)[CH2:17][CH3:18])[C:3]=1[C:9]1[O:10][C:11]([CH3:14])=[CH:12][N:13]=1. (5) Given the reactants [Cl:1][C:2]1[CH:3]=[C:4]([CH:8]=[CH:9][N:10]=1)[C:5](O)=[O:6].N.CC[N:14]=C=NCCCN(C)C.Cl.C1C=CC2N(O)N=NC=2C=1.O, predict the reaction product. The product is: [Cl:1][C:2]1[CH:3]=[C:4]([CH:8]=[CH:9][N:10]=1)[C:5]([NH2:14])=[O:6]. (6) Given the reactants [CH3:1][C:2]1[CH:10]=[CH:9][C:5]2[S:6][CH:7]=[CH:8][C:4]=2[CH:3]=1.[Br:11][C:12]1[CH:13]=[C:14]([CH:17]=[CH:18][CH:19]=1)[CH:15]=O, predict the reaction product. The product is: [Br:11][C:12]1[CH:13]=[C:14]([CH2:15][C:7]2[S:6][C:5]3[CH:9]=[CH:10][C:2]([CH3:1])=[CH:3][C:4]=3[CH:8]=2)[CH:17]=[CH:18][CH:19]=1. (7) Given the reactants [NH:1]1[CH2:6][CH2:5][CH:4]([C:7]2[C:15]3[C:10](=[CH:11][CH:12]=[CH:13][CH:14]=3)[N:9]([C:16]3[CH:21]=[CH:20][C:19]([NH:22][C:23]([NH:25][CH2:26][C:27]4[CH:28]=[N:29][CH:30]=[CH:31][CH:32]=4)=[O:24])=[CH:18][CH:17]=3)[CH:8]=2)[CH2:3][CH2:2]1.Br[CH2:34][CH2:35][OH:36].C(N(CC)CC)C, predict the reaction product. The product is: [OH:36][CH2:35][CH2:34][N:1]1[CH2:6][CH2:5][CH:4]([C:7]2[C:15]3[C:10](=[CH:11][CH:12]=[CH:13][CH:14]=3)[N:9]([C:16]3[CH:17]=[CH:18][C:19]([NH:22][C:23]([NH:25][CH2:26][C:27]4[CH:28]=[N:29][CH:30]=[CH:31][CH:32]=4)=[O:24])=[CH:20][CH:21]=3)[CH:8]=2)[CH2:3][CH2:2]1.